This data is from Catalyst prediction with 721,799 reactions and 888 catalyst types from USPTO. The task is: Predict which catalyst facilitates the given reaction. (1) Reactant: O.[OH:2][C@H:3]1[O:22][C@H:21]([CH2:23][OH:24])[C@@H:8]([O:9][C@@H:10]2[O:18][C@H:17]([CH2:19][OH:20])[C@H:15]([OH:16])[C@H:13]([OH:14])[C@H:11]2[OH:12])[C@H:6]([OH:7])[C@H:4]1[OH:5].CO. Product: [OH:2][CH:3]1[O:22][C@H:21]([CH2:23][OH:24])[C@@H:8]([O:9][C@@H:10]2[O:18][C@H:17]([CH2:19][OH:20])[C@H:15]([OH:16])[C@H:13]([OH:14])[C@H:11]2[OH:12])[C@H:6]([OH:7])[C@H:4]1[OH:5]. The catalyst class is: 6. (2) Product: [C:17]([O:16][C:15](=[O:21])[NH:14][C:11]1([CH2:10][CH2:9][OH:8])[CH2:12][CH2:13]1)([CH3:20])([CH3:18])[CH3:19]. Reactant: C([O:8][CH2:9][CH2:10][C:11]1([NH:14][C:15](=[O:21])[O:16][C:17]([CH3:20])([CH3:19])[CH3:18])[CH2:13][CH2:12]1)C1C=CC=CC=1.[H][H]. The catalyst class is: 261.